From a dataset of NCI-60 drug combinations with 297,098 pairs across 59 cell lines. Regression. Given two drug SMILES strings and cell line genomic features, predict the synergy score measuring deviation from expected non-interaction effect. (1) Drug 1: CC(C1=C(C=CC(=C1Cl)F)Cl)OC2=C(N=CC(=C2)C3=CN(N=C3)C4CCNCC4)N. Drug 2: CS(=O)(=O)CCNCC1=CC=C(O1)C2=CC3=C(C=C2)N=CN=C3NC4=CC(=C(C=C4)OCC5=CC(=CC=C5)F)Cl. Cell line: LOX IMVI. Synergy scores: CSS=8.32, Synergy_ZIP=-2.07, Synergy_Bliss=-0.175, Synergy_Loewe=-3.35, Synergy_HSA=0.854. (2) Drug 1: C1=CC(=CC=C1C#N)C(C2=CC=C(C=C2)C#N)N3C=NC=N3. Drug 2: C1CC(=O)NC(=O)C1N2C(=O)C3=CC=CC=C3C2=O. Cell line: 786-0. Synergy scores: CSS=2.62, Synergy_ZIP=-0.356, Synergy_Bliss=0.534, Synergy_Loewe=0.662, Synergy_HSA=-0.181. (3) Drug 1: CS(=O)(=O)OCCCCOS(=O)(=O)C. Drug 2: CN(C(=O)NC(C=O)C(C(C(CO)O)O)O)N=O. Cell line: SN12C. Synergy scores: CSS=-0.635, Synergy_ZIP=1.72, Synergy_Bliss=3.62, Synergy_Loewe=2.00, Synergy_HSA=-0.0503. (4) Synergy scores: CSS=25.6, Synergy_ZIP=0.370, Synergy_Bliss=0.158, Synergy_Loewe=0.208, Synergy_HSA=0.208. Drug 2: C#CCC(CC1=CN=C2C(=N1)C(=NC(=N2)N)N)C3=CC=C(C=C3)C(=O)NC(CCC(=O)O)C(=O)O. Drug 1: C1=C(C(=O)NC(=O)N1)N(CCCl)CCCl. Cell line: IGROV1. (5) Drug 1: C1=CN(C(=O)N=C1N)C2C(C(C(O2)CO)O)O.Cl. Drug 2: CC1=C(C(=CC=C1)Cl)NC(=O)C2=CN=C(S2)NC3=CC(=NC(=N3)C)N4CCN(CC4)CCO. Cell line: HT29. Synergy scores: CSS=17.8, Synergy_ZIP=-0.982, Synergy_Bliss=-0.332, Synergy_Loewe=-4.69, Synergy_HSA=-2.78.